From a dataset of Peptide-MHC class II binding affinity with 134,281 pairs from IEDB. Regression. Given a peptide amino acid sequence and an MHC pseudo amino acid sequence, predict their binding affinity value. This is MHC class II binding data. (1) The peptide sequence is PEVKYAVFEAALTKA. The MHC is DRB1_0802 with pseudo-sequence DRB1_0802. The binding affinity (normalized) is 0.574. (2) The binding affinity (normalized) is 0.437. The MHC is DRB1_1101 with pseudo-sequence DRB1_1101. The peptide sequence is LPKPPKPVSKMRMATPLLMQALPM. (3) The peptide sequence is TARRHLAEGKVDTGV. The MHC is HLA-DQA10501-DQB10303 with pseudo-sequence HLA-DQA10501-DQB10303. The binding affinity (normalized) is 0.266. (4) The MHC is HLA-DQA10301-DQB10302 with pseudo-sequence HLA-DQA10301-DQB10302. The binding affinity (normalized) is 0.202. The peptide sequence is SVLLVVALFAVFLGS. (5) The MHC is DRB1_0401 with pseudo-sequence DRB1_0401. The peptide sequence is GNTPIFKSGRGCGSC. The binding affinity (normalized) is 0.0201. (6) The peptide sequence is SGMAEATSLDTMTQM. The MHC is DRB1_1101 with pseudo-sequence DRB1_1101. The binding affinity (normalized) is 0.239.